From a dataset of Peptide-MHC class II binding affinity with 134,281 pairs from IEDB. Regression. Given a peptide amino acid sequence and an MHC pseudo amino acid sequence, predict their binding affinity value. This is MHC class II binding data. (1) The peptide sequence is KKPFALLLVLAGWLFHV. The MHC is HLA-DQA10201-DQB10301 with pseudo-sequence HLA-DQA10201-DQB10301. The binding affinity (normalized) is 0. (2) The peptide sequence is GEPGIAGFVGEQAPK. The MHC is H-2-IAq with pseudo-sequence XXYHWTSGGQTGHGWALGSNYYDIRTETVHGVHT. The binding affinity (normalized) is 0.149. (3) The MHC is HLA-DQA10501-DQB10201 with pseudo-sequence HLA-DQA10501-DQB10201. The binding affinity (normalized) is 0.444. The peptide sequence is TSSTPEAVSLLCSDK. (4) The peptide sequence is GINTRNMTMSMSMIL. The MHC is DRB1_0101 with pseudo-sequence DRB1_0101. The binding affinity (normalized) is 0.179. (5) The peptide sequence is FLGCLVKEIPPRLLY. The MHC is HLA-DQA10104-DQB10503 with pseudo-sequence HLA-DQA10104-DQB10503. The binding affinity (normalized) is 0.345. (6) The peptide sequence is LVKTESWILRNPGYALVA. The MHC is DRB1_0301 with pseudo-sequence DRB1_0301. The binding affinity (normalized) is 0.363.